This data is from Full USPTO retrosynthesis dataset with 1.9M reactions from patents (1976-2016). The task is: Predict the reactants needed to synthesize the given product. (1) Given the product [F:22][C:23]1[CH:24]=[CH:25][C:26]([O:1][CH2:2][CH2:3][N:4]([CH2:17][C:18]([F:19])([F:20])[F:21])[C:5]2[CH:12]=[CH:11][C:8]([C:9]#[N:10])=[C:7]([C:13]([F:15])([F:16])[F:14])[CH:6]=2)=[N:27][CH:28]=1, predict the reactants needed to synthesize it. The reactants are: [OH:1][CH2:2][CH2:3][N:4]([CH2:17][C:18]([F:21])([F:20])[F:19])[C:5]1[CH:12]=[CH:11][C:8]([C:9]#[N:10])=[C:7]([C:13]([F:16])([F:15])[F:14])[CH:6]=1.[F:22][C:23]1[CH:24]=[CH:25][C:26](=O)[NH:27][CH:28]=1. (2) Given the product [C:25]([C:24]1[CH:23]=[CH:22][C:21]([CH:19]2[C:18]3[C:17](=[O:29])[CH2:16][CH2:15][CH2:14][C:13]=3[N:12]([C:30]3[CH:35]=[CH:34][CH:33]=[C:32]([C:36]([F:39])([F:37])[F:38])[CH:31]=3)[C:11](=[O:10])[N:20]2[C:41]([O:43][C:44]2[CH:45]=[CH:46][C:47]([N+:50]([O-:52])=[O:51])=[CH:48][CH:49]=2)=[O:42])=[CH:28][CH:27]=1)#[N:26], predict the reactants needed to synthesize it. The reactants are: C(N(CC)C(C)C)(C)C.[O:10]=[C:11]1[NH:20][CH:19]([C:21]2[CH:28]=[CH:27][C:24]([C:25]#[N:26])=[CH:23][CH:22]=2)[C:18]2[C:17](=[O:29])[CH2:16][CH2:15][CH2:14][C:13]=2[N:12]1[C:30]1[CH:35]=[CH:34][CH:33]=[C:32]([C:36]([F:39])([F:38])[F:37])[CH:31]=1.Cl[C:41]([O:43][C:44]1[CH:49]=[CH:48][C:47]([N+:50]([O-:52])=[O:51])=[CH:46][CH:45]=1)=[O:42].O. (3) The reactants are: [CH3:1][O:2][C:3]([C:5]1[C:6]2[CH:7]=[C:8]([C:26]([O:28]C(C)(C)C)=[O:27])[N:9]([CH2:14][C:15]3[CH:19]=[C:18]([C:20]4[S:21][C:22]([Cl:25])=[CH:23][CH:24]=4)[O:17][N:16]=3)[C:10]=2[CH:11]=[CH:12][CH:13]=1)=[O:4].C1(C)C=CC=CC=1. Given the product [CH3:1][O:2][C:3]([C:5]1[C:6]2[CH:7]=[C:8]([C:26]([OH:28])=[O:27])[N:9]([CH2:14][C:15]3[CH:19]=[C:18]([C:20]4[S:21][C:22]([Cl:25])=[CH:23][CH:24]=4)[O:17][N:16]=3)[C:10]=2[CH:11]=[CH:12][CH:13]=1)=[O:4], predict the reactants needed to synthesize it. (4) Given the product [CH3:18][C:19]1[CH:24]=[C:23]([C:25]2[NH:6][C:4](=[O:5])[C:3]3[C:2](=[CH:10][CH:9]=[C:8]([CH2:11][N:12]4[CH2:13][CH2:14][O:15][CH2:16][CH2:17]4)[CH:7]=3)[N:1]=2)[CH:22]=[CH:21][N:20]=1, predict the reactants needed to synthesize it. The reactants are: [NH2:1][C:2]1[CH:10]=[CH:9][C:8]([CH2:11][N:12]2[CH2:17][CH2:16][O:15][CH2:14][CH2:13]2)=[CH:7][C:3]=1[C:4]([NH2:6])=[O:5].[CH3:18][C:19]1[CH:24]=[C:23]([CH:25]=O)[CH:22]=[CH:21][N:20]=1.OS([O-])=O.[Na+].CC1C=CC(S(O)(=O)=O)=CC=1. (5) Given the product [C:42]([C:34]1[CH:33]=[C:32]([C:7]2[CH:8]=[CH:9][C:10](/[CH:13]=[CH:14]/[CH2:15][OH:16])=[CH:11][CH:12]=2)[CH:37]=[C:36]([C:38]([CH3:41])([CH3:40])[CH3:39])[CH:35]=1)([CH3:45])([CH3:44])[CH3:43], predict the reactants needed to synthesize it. The reactants are: C([Li])(C)(C)C.Br[C:7]1[CH:12]=[CH:11][C:10](/[CH:13]=[CH:14]/[CH2:15][O:16][Si](C(C)(C)C)(C)C)=[CH:9][CH:8]=1.COB(OC)OC.Br[C:32]1[CH:37]=[C:36]([C:38]([CH3:41])([CH3:40])[CH3:39])[CH:35]=[C:34]([C:42]([CH3:45])([CH3:44])[CH3:43])[CH:33]=1.C(=O)([O-])[O-].[Na+].[Na+].[F-].C([N+](CCCC)(CCCC)CCCC)CCC. (6) Given the product [CH2:26]([O:28][C:29]([C:9]1([C:10]2[CH:17]=[CH:16][C:13]([C:14]#[N:15])=[CH:12][CH:11]=2)[N:4]2[CH:3]=[N:2][CH:1]=[C:5]2[CH2:6][CH2:7][CH2:8]1)=[O:30])[CH3:27], predict the reactants needed to synthesize it. The reactants are: [CH:1]1[N:2]=[CH:3][N:4]2[CH:9]([C:10]3[CH:17]=[CH:16][C:13]([C:14]#[N:15])=[CH:12][CH:11]=3)[CH2:8][CH2:7][CH2:6][C:5]=12.C([N-]C(C)C)(C)C.[Li+].[CH2:26]([O:28][C:29](Cl)=[O:30])[CH3:27]. (7) Given the product [CH3:4][C:5]1[CH:10]=[CH:9][C:8]([N:37]2[C:36]3[CH:35]=[CH:34][CH:33]=[CH:32][C:31]=3[C:30]3[C:38]2=[CH:26][CH:27]=[CH:28][CH:29]=3)=[CH:7][CH:6]=1, predict the reactants needed to synthesize it. The reactants are: CC1(P(C(C)(C)C)C(C)(C)C)[C:4](C2C=CC=CC=2)([C:5]2[CH:10]=[CH:9][CH:8]=[CH:7][CH:6]=2)C1.[CH:26]1[C:38]2[NH:37][C:36]3[C:31](=[CH:32][CH:33]=[CH:34][CH:35]=3)[C:30]=2[CH:29]=[CH:28][CH:27]=1.C[Mg]Cl.ClC1C=CC(C)=CC=1.[Cl-].[NH4+].